The task is: Predict the reaction yield, written as a fraction of the theoretical maximum amount of product (1.0 means a 100% yield; for example, 0.34 means a 34% yield).. This data is from Reaction yield outcomes from USPTO patents with 853,638 reactions. (1) The catalyst is [Pd].C(OCC)(=O)C. The product is [NH2:11][CH:12]1[C:15](=[O:16])[NH:14][CH:13]1[O:17][C:18](=[O:20])[CH3:19]. The yield is 1.00. The reactants are C(OC([NH:11][CH:12]1[C:15](=[O:16])[NH:14][CH:13]1[O:17][C:18](=[O:20])[CH3:19])=O)C1C=CC=CC=1. (2) No catalyst specified. The reactants are [CH3:1][N:2]([CH3:33])[C:3]([C:5]1[N:27]([CH:28]2[CH2:32][CH2:31][CH2:30][CH2:29]2)[C:8]2[N:9]=[C:10]([NH:13][C:14]3[CH:19]=[CH:18][C:17]([CH2:20][N:21]4[CH2:26][CH2:25][NH:24][CH2:23][CH2:22]4)=[CH:16][N:15]=3)[N:11]=[CH:12][C:7]=2[CH:6]=1)=[O:4].C(OC([NH:41][CH2:42][C:43](O)=[O:44])=O)(C)(C)C. The yield is 0.690. The product is [CH3:1][N:2]([CH3:33])[C:3]([C:5]1[N:27]([CH:28]2[CH2:32][CH2:31][CH2:30][CH2:29]2)[C:8]2[N:9]=[C:10]([NH:13][C:14]3[CH:19]=[CH:18][C:17]([CH2:20][N:21]4[CH2:26][CH2:25][N:24]([C:43](=[O:44])[CH2:42][NH2:41])[CH2:23][CH2:22]4)=[CH:16][N:15]=3)[N:11]=[CH:12][C:7]=2[CH:6]=1)=[O:4]. (3) The reactants are C(OC([N:8]1[CH2:13][CH2:12][CH:11]([C:14]#[C:15][C:16]2[CH:17]=[C:18]3[C:23](=[CH:24][CH:25]=2)[N:22]=[CH:21][N:20]=[C:19]3Cl)[CH2:10][CH2:9]1)=O)(C)(C)C.Cl.[CH3:28][O:29][C:30]1[CH:31]=[C:32]([CH:34]=[CH:35][C:36]=1[O:37][C:38]1[CH:43]=[CH:42][CH:41]=[CH:40][CH:39]=1)[NH2:33].C(Cl)CCl.CCOC(C)=O. The catalyst is CO.Cl. The product is [CH3:28][O:29][C:30]1[CH:31]=[C:32]([NH:33][C:19]2[C:18]3[C:23](=[CH:24][CH:25]=[C:16]([C:15]#[C:14][CH:11]4[CH2:10][CH2:9][NH:8][CH2:13][CH2:12]4)[CH:17]=3)[N:22]=[CH:21][N:20]=2)[CH:34]=[CH:35][C:36]=1[O:37][C:38]1[CH:43]=[CH:42][CH:41]=[CH:40][CH:39]=1. The yield is 0.660. (4) The reactants are Cl[C:2]1[N:7]=[C:6]([NH:8][C:9]2[CH:10]=[N:11][C:12]([O:15][CH3:16])=[CH:13][CH:14]=2)[C:5]([C:17]2[N:22]=[C:21]([CH3:23])[N:20]=[C:19]([S:24][CH3:25])[N:18]=2)=[CH:4][N:3]=1.[N:26]1[CH:31]=[CH:30][C:29](B(O)O)=[CH:28][CH:27]=1.C(=O)([O-])[O-].[Cs+].[Cs+]. The catalyst is O1CCOCC1.[NH4+].[Cl-].[Pd+2].ClC1C=C[C-](P(C2C=CC=CC=2)C2C=CC=CC=2)C=1Cl.[C-]1(P(C2C=CC=CC=2)C2C=CC=CC=2)C=CC=C1.[Fe+2]. The product is [CH3:16][O:15][C:12]1[N:11]=[CH:10][C:9]([NH:8][C:6]2[C:5]([C:17]3[N:22]=[C:21]([CH3:23])[N:20]=[C:19]([S:24][CH3:25])[N:18]=3)=[CH:4][N:3]=[C:2]([C:29]3[CH:30]=[CH:31][N:26]=[CH:27][CH:28]=3)[N:7]=2)=[CH:14][CH:13]=1. The yield is 0.260. (5) The reactants are [NH2:1][C:2]1[CH:3]=[C:4]([O:16][CH2:17][CH2:18][CH2:19][S:20]([CH3:23])(=[O:22])=[O:21])[CH:5]=[C:6]2[C:10]=1[NH:9][C:8]([C:11]([O:13][CH2:14][CH3:15])=[O:12])=[CH:7]2.[N:24]1[CH:29]=[CH:28][CH:27]=[CH:26][C:25]=1[S:30](Cl)(=[O:32])=[O:31]. The catalyst is N1C=CC=CC=1. The product is [CH3:23][S:20]([CH2:19][CH2:18][CH2:17][O:16][C:4]1[CH:5]=[C:6]2[C:10](=[C:2]([NH:1][S:30]([C:25]3[CH:26]=[CH:27][CH:28]=[CH:29][N:24]=3)(=[O:32])=[O:31])[CH:3]=1)[NH:9][C:8]([C:11]([O:13][CH2:14][CH3:15])=[O:12])=[CH:7]2)(=[O:22])=[O:21]. The yield is 0.690.